Dataset: Full USPTO retrosynthesis dataset with 1.9M reactions from patents (1976-2016). Task: Predict the reactants needed to synthesize the given product. Given the product [CH3:1][O:2][C:3](=[O:24])[CH2:4][C:5]1[CH:6]=[C:7]([C:12]2[CH:17]=[CH:16][C:15]([C:18]([F:21])([F:19])[F:20])=[CH:14][C:13]=2[CH2:22][NH:34][C@@H:27]2[C:28]3[C:33](=[CH:32][CH:31]=[CH:30][CH:29]=3)[CH2:25][C@@H:26]2[OH:35])[C:8]([F:11])=[CH:9][CH:10]=1, predict the reactants needed to synthesize it. The reactants are: [CH3:1][O:2][C:3](=[O:24])[CH2:4][C:5]1[CH:6]=[C:7]([C:12]2[CH:17]=[CH:16][C:15]([C:18]([F:21])([F:20])[F:19])=[CH:14][C:13]=2[CH:22]=O)[C:8]([F:11])=[CH:9][CH:10]=1.[CH2:25]1[C:33]2[C:28](=[CH:29][CH:30]=[CH:31][CH:32]=2)[C@@H:27]([NH2:34])[C@H:26]1[OH:35].